The task is: Predict which catalyst facilitates the given reaction.. This data is from Catalyst prediction with 721,799 reactions and 888 catalyst types from USPTO. (1) Reactant: [C:1]([C:5]1[CH:6]=[C:7]2[C:12](=[C:13]([F:15])[CH:14]=1)[C:11](=[O:16])[N:10]([CH2:17][C:18]1[CH:23]=[CH:22][C:21]([C:24]3[CH:29]=[CH:28][N:27]=[C:26]([O:30]C)[CH:25]=3)=[C:20]([CH2:32][OH:33])[CH:19]=1)[N:9]=[CH:8]2)([CH3:4])([CH3:3])[CH3:2].C[Si](Cl)(C)C.[Na+].[I-]. Product: [C:1]([C:5]1[CH:6]=[C:7]2[C:12](=[C:13]([F:15])[CH:14]=1)[C:11](=[O:16])[N:10]([CH2:17][C:18]1[CH:23]=[CH:22][C:21]([C:24]3[CH:29]=[CH:28][NH:27][C:26](=[O:30])[CH:25]=3)=[C:20]([CH2:32][OH:33])[CH:19]=1)[N:9]=[CH:8]2)([CH3:4])([CH3:2])[CH3:3]. The catalyst class is: 23. (2) Reactant: [Br:1][C:2]1[CH:7]=[CH:6][C:5]([C:8]2[N:12]=[CH:11][NH:10][N:9]=2)=[CH:4][CH:3]=1.[CH3:13][C:14]([O:17][C:18](O[C:18]([O:17][C:14]([CH3:16])([CH3:15])[CH3:13])=[O:19])=[O:19])([CH3:16])[CH3:15]. Product: [Br:1][C:2]1[CH:3]=[CH:4][C:5]([C:8]2[N:12]([C:18]([O:17][C:14]([CH3:16])([CH3:15])[CH3:13])=[O:19])[CH:11]=[N:10][N:9]=2)=[CH:6][CH:7]=1. The catalyst class is: 1. (3) Reactant: [CH2:1]([C:3]1[CH:4]=[CH:5][C:6]([O:17]C)=[C:7]([C:9]([C:11]2[CH:16]=[CH:15][CH:14]=[CH:13][N:12]=2)=[O:10])[CH:8]=1)[CH3:2]. Product: [CH2:1]([C:3]1[CH:4]=[CH:5][C:6]([OH:17])=[C:7]([C:9]([C:11]2[CH:16]=[CH:15][CH:14]=[CH:13][N:12]=2)=[O:10])[CH:8]=1)[CH3:2]. The catalyst class is: 158. (4) Reactant: [CH2:1]([N:8]1[CH2:13][CH:12]=[C:11]([CH2:14][OH:15])[CH2:10][CH2:9]1)[C:2]1[CH:7]=[CH:6][CH:5]=[CH:4][CH:3]=1.[H-].[Na+].Cl[C:19]1[C:24]([Br:25])=[CH:23][CH:22]=[CH:21][N:20]=1. Product: [CH2:1]([N:8]1[CH2:9][CH:10]=[C:11]([CH2:14][O:15][C:19]2[C:24]([Br:25])=[CH:23][CH:22]=[CH:21][N:20]=2)[CH2:12][CH2:13]1)[C:2]1[CH:7]=[CH:6][CH:5]=[CH:4][CH:3]=1. The catalyst class is: 20.